From a dataset of Full USPTO retrosynthesis dataset with 1.9M reactions from patents (1976-2016). Predict the reactants needed to synthesize the given product. Given the product [CH3:12][C:11]1([CH3:13])[N:7]2[C:6](=[O:8])[CH2:5][CH2:4][C@@H:3]2[CH2:2][O:1]1, predict the reactants needed to synthesize it. The reactants are: [OH:1][CH2:2][C@@H:3]1[NH:7][C:6](=[O:8])[CH2:5][CH2:4]1.CO[C:11](OC)([CH3:13])[CH3:12].C(=O)(O)[O-].[Na+].